Predict the reactants needed to synthesize the given product. From a dataset of Full USPTO retrosynthesis dataset with 1.9M reactions from patents (1976-2016). (1) Given the product [O:14]1[CH2:15][CH2:16][N:11]([C:4]2[S:5][C:6]([S:7]([NH2:10])(=[O:9])=[O:8])=[C:2]([CH2:57][C:48]3[CH:49]=[CH:50][C:51]4[C:56](=[CH:55][CH:54]=[CH:53][CH:52]=4)[CH:47]=3)[N:3]=2)[CH2:12][CH2:13]1, predict the reactants needed to synthesize it. The reactants are: Br[C:2]1[N:3]=[C:4]([N:11]2[CH2:16][CH2:15][O:14][CH2:13][CH2:12]2)[S:5][C:6]=1[S:7]([NH2:10])(=[O:9])=[O:8].C1(P(C2CCCCC2)C2C=CC=CC=2C2C(OC)=CC=CC=2OC)CCCCC1.[Br-].[CH:47]1[C:56]2[C:51](=[CH:52][CH:53]=[CH:54][CH:55]=2)[CH:50]=[CH:49][C:48]=1[CH2:57][Zn+]. (2) Given the product [C:1]([C:11]1[N:15]([CH3:16])[C:14]([CH2:17][C:18]([OH:20])=[O:19])=[CH:13][CH:12]=1)(=[O:10])[C:2]1[CH:7]=[CH:6][C:5]([O:8][CH3:9])=[CH:4][CH:3]=1, predict the reactants needed to synthesize it. The reactants are: [C:1]([C:11]1[N:15]([CH3:16])[C:14]([CH2:17][C:18]([O:20]C)=[O:19])=[CH:13][CH:12]=1)(=[O:10])[C:2]1[CH:7]=[CH:6][C:5]([O:8][CH3:9])=[CH:4][CH:3]=1.C(O)C. (3) Given the product [C:27]([O:31][C:32](=[O:35])[CH2:33][O:18][C@H:14]1[CH2:15][CH2:16][CH2:17][C@H:12]([O:11][C:9]2[C:10]3[C:2]([Br:1])=[C:3]([C:19]4[CH:24]=[CH:23][CH:22]=[CH:21][CH:20]=4)[O:4][C:5]=3[N:6]=[CH:7][N:8]=2)[CH2:13]1)([CH3:30])([CH3:29])[CH3:28], predict the reactants needed to synthesize it. The reactants are: [Br:1][C:2]1[C:10]2[C:9]([O:11][C@H:12]3[CH2:17][CH2:16][CH2:15][C@H:14]([OH:18])[CH2:13]3)=[N:8][CH:7]=[N:6][C:5]=2[O:4][C:3]=1[C:19]1[CH:24]=[CH:23][CH:22]=[CH:21][CH:20]=1.[OH-].[Na+].[C:27]([O:31][C:32](=[O:35])[CH2:33]Br)([CH3:30])([CH3:29])[CH3:28].Cl. (4) Given the product [C:1]([O:5][C:6]([N:8]1[CH2:14][CH2:13][C:12]2[C:15]([S:20][CH2:21][C:22]3[CH:23]=[CH:24][C:25]([CH2:28][O:64][S:63]([CH3:62])(=[O:37])=[O:65])=[CH:26][CH:27]=3)=[C:16]([Cl:19])[CH:17]=[CH:18][C:11]=2[CH2:10][CH2:9]1)=[O:7])([CH3:4])([CH3:2])[CH3:3], predict the reactants needed to synthesize it. The reactants are: [C:1]([O:5][C:6]([N:8]1[CH2:14][CH2:13][C:12]2[C:15]([S:20][CH2:21][C:22]3[CH:27]=[CH:26][C:25]([CH2:28]S(C)(=O)=O)=[CH:24][CH:23]=3)=[C:16]([Cl:19])[CH:17]=[CH:18][C:11]=2[CH2:10][CH2:9]1)=[O:7])([CH3:4])([CH3:3])[CH3:2].C([O:37]C(N1CCC2C(SCC3C=CC(CBr)=CC=3)=C(Cl)C=CC=2CC1)=O)(C)(C)C.[CH3:62][S:63]([O-:65])=[O:64].[Na+]. (5) Given the product [O:1]1[C:5]([C:6]2[C:8]3[C:14]4[CH:15]=[CH:16][C:17]([N:19]5[CH2:23][C@H:22]([CH2:24][NH:25][C:26](=[O:28])[CH3:27])[O:21][C:20]5=[O:29])=[CH:18][C:13]=4[CH2:12][CH2:11][CH2:10][C:9]=3[NH:33][N:32]=2)=[CH:4][CH:3]=[N:2]1, predict the reactants needed to synthesize it. The reactants are: [O:1]1[C:5]([C:6]([CH:8]2[C:14]3[CH:15]=[CH:16][C:17]([N:19]4[CH2:23][C@H:22]([CH2:24][NH:25][C:26](=[O:28])[CH3:27])[O:21][C:20]4=[O:29])=[CH:18][C:13]=3[CH2:12][CH2:11][CH2:10][C:9]2=O)=O)=[CH:4][CH:3]=[N:2]1.O.[NH2:32][NH2:33]. (6) Given the product [CH3:19][C:4]1([NH2:1])[CH2:9][CH2:8][CH:7]([OH:10])[CH2:6][CH2:5]1.[ClH:20], predict the reactants needed to synthesize it. The reactants are: [N:1]([C:4]1([CH3:19])[CH2:9][CH2:8][CH:7]([O:10]COCC[Si](C)(C)C)[CH2:6][CH2:5]1)=C=O.[ClH:20]. (7) Given the product [CH3:1][CH:2]1[N:9]2[CH:10]=[N:11][C:12]3[CH:13]([CH2:17][C:18]([NH:22][C:23]4[N:28]=[CH:27][C:26]5[CH2:29][C:30]6([CH2:40][C:25]=5[CH:24]=4)[C:38]4[C:33](=[N:34][CH:35]=[CH:36][CH:37]=4)[NH:32][C:31]6=[O:39])=[O:20])[C:14](=[O:16])[CH:15]=[C:7]([C:8]=32)[NH:6][CH2:5][CH2:4][C:3]1=[O:21], predict the reactants needed to synthesize it. The reactants are: [CH3:1][CH:2]1[N:9]2[CH:10]=[N:11][C:12]3[CH:13]([CH2:17][C:18]([OH:20])=O)[C:14](=[O:16])[CH:15]=[C:7]([C:8]=32)[NH:6][CH2:5][CH2:4][C:3]1=[O:21].[NH2:22][C:23]1[N:28]=[CH:27][C:26]2[CH2:29][C:30]3([CH2:40][C:25]=2[CH:24]=1)[C:38]1[C:33](=[N:34][CH:35]=[CH:36][CH:37]=1)[NH:32][C:31]3=[O:39].C1CN(C(Cl)=[N+]2CCCC2)CC1.F[P-](F)(F)(F)(F)F.C(N(CC)C(C)C)(C)C.